Dataset: Forward reaction prediction with 1.9M reactions from USPTO patents (1976-2016). Task: Predict the product of the given reaction. (1) Given the reactants [CH3:1][N:2]1[CH:6]([C:7]([O:9][C:10]([CH3:13])([CH3:12])[CH3:11])=[O:8])[CH2:5][NH:4][C:3]1=[O:14].Br[C:16]1[N:17]=[CH:18][N:19]([CH3:21])[CH:20]=1.P([O-])([O-])([O-])=O.[K+].[K+].[K+].CN(C)[C@@H]1CCCC[C@H]1N, predict the reaction product. The product is: [CH3:1][N:2]1[CH:6]([C:7]([O:9][C:10]([CH3:11])([CH3:13])[CH3:12])=[O:8])[CH2:5][N:4]([C:16]2[N:17]=[CH:18][N:19]([CH3:21])[CH:20]=2)[C:3]1=[O:14]. (2) Given the reactants Cl.O1CCOCC1.[O:8]=[S:9]1(=[O:37])[CH2:14][CH2:13][CH:12]([CH2:15][S:16]([C:19]2[CH:20]=[C:21]([C:25](=[O:36])[CH2:26][CH2:27][NH:28]C(=O)OC(C)(C)C)[CH:22]=[CH:23][CH:24]=2)(=[O:18])=[O:17])[CH2:11][CH2:10]1, predict the reaction product. The product is: [NH2:28][CH2:27][CH2:26][C:25]([C:21]1[CH:22]=[CH:23][CH:24]=[C:19]([S:16]([CH2:15][CH:12]2[CH2:11][CH2:10][S:9](=[O:37])(=[O:8])[CH2:14][CH2:13]2)(=[O:17])=[O:18])[CH:20]=1)=[O:36]. (3) Given the reactants [NH2:1][C@H:2]([C:13]([NH:15][C:16]1[CH:21]=[CH:20][CH:19]=[CH:18][CH:17]=1)=[O:14])[CH2:3][C:4]1[C:12]2[C:7](=[CH:8][CH:9]=[CH:10][CH:11]=2)[NH:6][CH:5]=1.[NH:22]([C:50]([O:52][C:53]([CH3:56])([CH3:55])[CH3:54])=[O:51])[C@H:23]([C:39]([NH:41][C@H:42]([C:47](O)=[O:48])[CH2:43][CH:44]([CH3:46])[CH3:45])=[O:40])[CH2:24][C:25]1[CH:30]=[CH:29][C:28]([O:31][CH2:32][C:33]2[CH:38]=[CH:37][CH:36]=[CH:35][CH:34]=2)=[CH:27][CH:26]=1.C(Cl)CCl.C1C=CC2N(O)N=NC=2C=1, predict the reaction product. The product is: [NH:22]([C:50]([O:52][C:53]([CH3:55])([CH3:54])[CH3:56])=[O:51])[C@H:23]([C:39]([NH:41][C@H:42]([C:47]([NH:1][C@H:2]([C:13]([NH:15][C:16]1[CH:21]=[CH:20][CH:19]=[CH:18][CH:17]=1)=[O:14])[CH2:3][C:4]1[C:12]2[C:7](=[CH:8][CH:9]=[CH:10][CH:11]=2)[NH:6][CH:5]=1)=[O:48])[CH2:43][CH:44]([CH3:46])[CH3:45])=[O:40])[CH2:24][C:25]1[CH:26]=[CH:27][C:28]([O:31][CH2:32][C:33]2[CH:38]=[CH:37][CH:36]=[CH:35][CH:34]=2)=[CH:29][CH:30]=1. (4) Given the reactants [C:1]([C@H:3]1[O:8][C:7]([CH3:10])([CH3:9])[O:6][C@@H:5]([CH2:11][C:12]([O:14][CH2:15][CH3:16])=[O:13])[CH2:4]1)#[CH:2].C([O-])=O.[NH4+].N1C2C(=CC=CC=2)C=CC=1, predict the reaction product. The product is: [CH3:10][C:7]1([CH3:9])[O:6][C@H:5]([CH2:11][C:12]([O:14][CH2:15][CH3:16])=[O:13])[CH2:4][C@H:3]([CH:1]=[CH2:2])[O:8]1. (5) Given the reactants [CH:1]1([C@@H:7]2[NH:12][C:11](=[O:13])[C@H:10]([CH2:14][CH:15]([CH3:17])[CH3:16])[NH:9][CH2:8]2)[CH2:6][CH2:5][CH2:4][CH2:3][CH2:2]1.[Cl:18][C:19]1[CH:24]=[CH:23][C:22]([C:25]2[O:29][N:28]=[C:27]([C:30](O)=[O:31])[CH:26]=2)=[CH:21][CH:20]=1.C([C@@H]1N(C(=O)/C=C/C2C=CC=CC=2)C[C@H](CC(C)C)NC1=O)C(C)C, predict the reaction product. The product is: [Cl:18][C:19]1[CH:20]=[CH:21][C:22]([C:25]2[O:29][N:28]=[C:27]([C:30]([N:9]3[CH2:8][C@H:7]([CH:1]4[CH2:2][CH2:3][CH2:4][CH2:5][CH2:6]4)[NH:12][C:11](=[O:13])[C@@H:10]3[CH2:14][CH:15]([CH3:17])[CH3:16])=[O:31])[CH:26]=2)=[CH:23][CH:24]=1.